This data is from Full USPTO retrosynthesis dataset with 1.9M reactions from patents (1976-2016). The task is: Predict the reactants needed to synthesize the given product. (1) Given the product [CH:1]1([C@@:4]2([CH3:28])[CH2:8][O:7][C:6](=[O:9])[N:5]2[C:10]2[CH:15]=[CH:14][N:13]=[C:12]([NH:16][C@H:17]([C:19]3[CH:24]=[CH:23][C:22]([CH:25]=[O:26])=[C:21]([F:27])[CH:20]=3)[CH3:18])[N:11]=2)[CH2:3][CH2:2]1, predict the reactants needed to synthesize it. The reactants are: [CH:1]1([C@@:4]2([CH3:28])[CH2:8][O:7][C:6](=[O:9])[N:5]2[C:10]2[CH:15]=[CH:14][N:13]=[C:12]([NH:16][C@H:17]([C:19]3[CH:24]=[CH:23][C:22]([CH2:25][OH:26])=[C:21]([F:27])[CH:20]=3)[CH3:18])[N:11]=2)[CH2:3][CH2:2]1. (2) Given the product [NH2:25][CH2:24][C:22]1[S:23][C:19]([C:16]2[CH:17]=[C:18]3[C:13](=[CH:14][CH:15]=2)[N:12]=[CH:11][N:10]=[C:9]3[NH2:8])=[CH:20][N:21]=1, predict the reactants needed to synthesize it. The reactants are: C([N:8](C(OC(C)(C)C)=O)[C:9]1[C:18]2[C:13](=[CH:14][CH:15]=[C:16]([C:19]3[S:23][C:22]([CH2:24][NH:25]C(=O)OC(C)(C)C)=[N:21][CH:20]=3)[CH:17]=2)[N:12]=[CH:11][N:10]=1)(OC(C)(C)C)=O. (3) Given the product [CH3:3][C:2]1[N:35]=[N:4][C:5]([N:8]2[CH2:12][CH2:11][C@H:10]([C:13]([NH:15][C:16]3[CH:17]=[CH:18][C:19]([CH:22]4[CH2:23][CH2:24][N:25]([C:28]([O:30][C:31]([CH3:34])([CH3:33])[CH3:32])=[O:29])[CH2:26][CH2:27]4)=[CH:20][CH:21]=3)=[O:14])[CH2:9]2)=[CH:6][CH:7]=1, predict the reactants needed to synthesize it. The reactants are: Br[C:2]1[CH:3]=[N:4][CH:5]=[CH:6][CH:7]=1.[NH:8]1[CH2:12][CH2:11][C@H:10]([C:13]([NH:15][C:16]2[CH:21]=[CH:20][C:19]([CH:22]3[CH2:27][CH2:26][N:25]([C:28]([O:30][C:31]([CH3:34])([CH3:33])[CH3:32])=[O:29])[CH2:24][CH2:23]3)=[CH:18][CH:17]=2)=[O:14])[CH2:9]1.[NH:35]1CC(C(NC2C=CC(OC3CCN(C(OC(C)(C)C)=O)CC3)=CC=2)=O)C1.